Dataset: Reaction yield outcomes from USPTO patents with 853,638 reactions. Task: Predict the reaction yield, written as a fraction of the theoretical maximum amount of product (1.0 means a 100% yield; for example, 0.34 means a 34% yield). (1) The reactants are Br[C:2]1[C:10]2[C:6](=[CH:7][N:8]([CH3:11])[N:9]=2)[CH:5]=[CH:4][CH:3]=1.[CH3:12][O:13][C:14]1[CH:19]=[CH:18][C:17](B(O)O)=[C:16]([CH3:23])[CH:15]=1.C(=O)([O-])[O-].[Na+].[Na+]. The catalyst is COCCOC.O.CCOC(C)=O.C1C=CC([P]([Pd]([P](C2C=CC=CC=2)(C2C=CC=CC=2)C2C=CC=CC=2)([P](C2C=CC=CC=2)(C2C=CC=CC=2)C2C=CC=CC=2)[P](C2C=CC=CC=2)(C2C=CC=CC=2)C2C=CC=CC=2)(C2C=CC=CC=2)C2C=CC=CC=2)=CC=1. The product is [CH3:12][O:13][C:14]1[CH:19]=[CH:18][C:17]([C:2]2[C:10]3[C:6](=[CH:7][N:8]([CH3:11])[N:9]=3)[CH:5]=[CH:4][CH:3]=2)=[C:16]([CH3:23])[CH:15]=1. The yield is 0.910. (2) The catalyst is CO. The reactants are [NH2:1][C@H:2]([C:5]([OH:7])=[O:6])[CH2:3][SH:4].[OH-].[Na+].[CH3:10]I.Cl[C:13]([O:15][CH3:16])=[O:14].Cl. The product is [CH3:16][O:15][C:13]([NH:1][C@H:2]([C:5]([OH:7])=[O:6])[CH2:3][S:4][CH3:10])=[O:14]. The yield is 0.750. (3) The reactants are [CH3:1][N:2]1[CH2:7][CH2:6][N:5]([C:8]2[CH:14]=[CH:13][C:11]([NH2:12])=[CH:10][CH:9]=2)[CH2:4][CH2:3]1.Cl[C:16]1[C:17]2[C:22]([N:23]=[C:24]3[C:29]=1[CH:28]=[CH:27][CH:26]=[CH:25]3)=[CH:21][CH:20]=[CH:19][CH:18]=2. The catalyst is Cl.CO. The product is [CH:18]1[C:17]2[C:22](=[N:23][C:24]3[C:29]([C:16]=2[NH:12][C:11]2[CH:13]=[CH:14][C:8]([N:5]4[CH2:4][CH2:3][N:2]([CH3:1])[CH2:7][CH2:6]4)=[CH:9][CH:10]=2)=[CH:28][CH:27]=[CH:26][CH:25]=3)[CH:21]=[CH:20][CH:19]=1. The yield is 0.120. (4) The reactants are [Cl:1][C:2]1[C:7]([F:8])=[CH:6][C:5]([CH3:9])=[CH:4][N:3]=1.[Br:10]N1C(=O)CCC1=O. The catalyst is C(Cl)(Cl)(Cl)Cl.C(OOC(=O)C1C=CC=CC=1)(=O)C1C=CC=CC=1. The product is [Br:10][CH2:9][C:5]1[CH:6]=[C:7]([F:8])[C:2]([Cl:1])=[N:3][CH:4]=1. The yield is 0.510. (5) The reactants are Cl[CH2:2][C:3]1[CH:27]=[CH:26][C:6]([O:7][CH2:8][C:9]#[C:10][C:11]2[C:12]([NH:19][CH:20]3[CH2:25][CH2:24][CH2:23][CH2:22][CH2:21]3)=[N:13][C:14]([C:17]#[N:18])=[N:15][CH:16]=2)=[CH:5][CH:4]=1.[CH3:28][N:29]1[CH2:34][CH2:33][NH:32][CH2:31][CH2:30]1.O. The catalyst is C(Cl)Cl. The product is [CH:20]1([NH:19][C:12]2[C:11]([C:10]#[C:9][CH2:8][O:7][C:6]3[CH:26]=[CH:27][C:3]([CH2:2][N:32]4[CH2:33][CH2:34][N:29]([CH3:28])[CH2:30][CH2:31]4)=[CH:4][CH:5]=3)=[CH:16][N:15]=[C:14]([C:17]#[N:18])[N:13]=2)[CH2:25][CH2:24][CH2:23][CH2:22][CH2:21]1. The yield is 0.400.